From a dataset of Forward reaction prediction with 1.9M reactions from USPTO patents (1976-2016). Predict the product of the given reaction. (1) Given the reactants [OH-].[Na+].[I-:3].[Na+].[OH:5][C:6]1[CH:7]=[C:8]([CH:12]=[CH:13][CH:14]=1)[C:9]([OH:11])=[O:10].Cl[O-].[K+], predict the reaction product. The product is: [OH:5][C:6]1[CH:7]=[C:8]([CH:12]=[CH:13][C:14]=1[I:3])[C:9]([OH:11])=[O:10]. (2) Given the reactants [CH3:1][N:2]([CH3:15])[C:3]1([C:9]2[CH:14]=[CH:13][CH:12]=[CH:11][CH:10]=2)[CH2:8][CH2:7][NH:6][CH2:5][CH2:4]1.[CH3:16][N:17]([CH2:25][CH:26]=O)[C:18](=[O:24])[O:19][C:20]([CH3:23])([CH3:22])[CH3:21].C(B)#N.[Na], predict the reaction product. The product is: [CH3:1][N:2]([CH3:15])[C:3]1([C:9]2[CH:14]=[CH:13][CH:12]=[CH:11][CH:10]=2)[CH2:4][CH2:5][N:6]([CH2:26][CH2:25][N:17]([CH3:16])[C:18](=[O:24])[O:19][C:20]([CH3:22])([CH3:21])[CH3:23])[CH2:7][CH2:8]1. (3) Given the reactants [N:1]1[C:10]2[C:5](=[CH:6][N:7]=[CH:8][CH:9]=2)[C:4]([SH:11])=[CH:3][CH:2]=1.Br[C:13]1([C:17]([O:19][CH2:20][CH3:21])=[O:18])[CH2:16][CH2:15][CH2:14]1.O, predict the reaction product. The product is: [N:1]1[C:10]2[C:5](=[CH:6][N:7]=[CH:8][CH:9]=2)[C:4]([S:11][C:13]2([C:17]([O:19][CH2:20][CH3:21])=[O:18])[CH2:16][CH2:15][CH2:14]2)=[CH:3][CH:2]=1. (4) Given the reactants [C:1]1([S:7]([C:10]2[CH:11]=[CH:12][C:13]([CH2:20][CH2:21][CH3:22])=[C:14]([S:16](Cl)(=[O:18])=[O:17])[CH:15]=2)(=[O:9])=[O:8])[CH:6]=[CH:5][CH:4]=[CH:3][CH:2]=1.[CH2:23]([NH2:31])[CH2:24][C:25]1[CH:30]=[CH:29][CH:28]=[CH:27][CH:26]=1, predict the reaction product. The product is: [C:25]1([CH2:24][CH2:23][NH:31][S:16]([C:14]2[CH:15]=[C:10]([S:7]([C:1]3[CH:6]=[CH:5][CH:4]=[CH:3][CH:2]=3)(=[O:9])=[O:8])[CH:11]=[CH:12][C:13]=2[CH2:20][CH2:21][CH3:22])(=[O:18])=[O:17])[CH:30]=[CH:29][CH:28]=[CH:27][CH:26]=1.